From a dataset of Forward reaction prediction with 1.9M reactions from USPTO patents (1976-2016). Predict the product of the given reaction. (1) Given the reactants [NH2:1][C:2]1[C:3]2[C:10]([C:11]3[CH:20]=[C:19]4[C:14]([CH2:15][CH2:16][CH:17]([C:21]5[CH:26]=[CH:25][CH:24]=[CH:23][CH:22]=5)[O:18]4)=[CH:13][CH:12]=3)=[CH:9][N:8]([CH:27]3[CH2:32][CH2:31][C:30](=O)[CH2:29][CH2:28]3)[C:4]=2[N:5]=[CH:6][N:7]=1.[CH3:34][N:35]1[CH2:40][CH2:39][NH:38][CH2:37][C:36]1=[O:41].C(N(C(C)C)CC)(C)C.C(O[BH-](OC(=O)C)OC(=O)C)(=O)C.[Na+], predict the reaction product. The product is: [NH2:1][C:2]1[C:3]2[C:10]([C:11]3[CH:20]=[C:19]4[C:14]([CH2:15][CH2:16][CH:17]([C:21]5[CH:22]=[CH:23][CH:24]=[CH:25][CH:26]=5)[O:18]4)=[CH:13][CH:12]=3)=[CH:9][N:8]([C@@H:27]3[CH2:32][CH2:31][C@H:30]([N:38]4[CH2:39][CH2:40][N:35]([CH3:34])[C:36](=[O:41])[CH2:37]4)[CH2:29][CH2:28]3)[C:4]=2[N:5]=[CH:6][N:7]=1. (2) Given the reactants [OH-].[Na+].C[O:4][C:5](=[O:26])[C:6]1[C:7](=[C:12]([CH2:16][N:17]([C:19]([O:21][C:22]([CH3:25])([CH3:24])[CH3:23])=[O:20])[CH3:18])[CH:13]=[CH:14][CH:15]=1)[C:8]([O:10][CH3:11])=[O:9], predict the reaction product. The product is: [CH3:11][O:10][C:8](=[O:9])[C:7]1[C:6](=[CH:15][CH:14]=[CH:13][C:12]=1[CH2:16][N:17]([C:19]([O:21][C:22]([CH3:24])([CH3:23])[CH3:25])=[O:20])[CH3:18])[C:5]([OH:26])=[O:4]. (3) Given the reactants [CH3:1][C:2]1[CH:7]=[C:6]([O:8][Si:9]([CH:16]([CH3:18])[CH3:17])([CH:13]([CH3:15])[CH3:14])[CH:10]([CH3:12])[CH3:11])[CH:5]=[C:4]([CH3:19])[C:3]=1[CH:20]([C:22]1[CH:27]=[CH:26][C:25]([O:28][CH2:29][O:30][CH3:31])=[CH:24][CH:23]=1)O, predict the reaction product. The product is: [CH3:19][C:4]1[CH:5]=[C:6]([O:8][Si:9]([CH:16]([CH3:18])[CH3:17])([CH:10]([CH3:12])[CH3:11])[CH:13]([CH3:15])[CH3:14])[CH:7]=[C:2]([CH3:1])[C:3]=1[CH2:20][C:22]1[CH:27]=[CH:26][C:25]([O:28][CH2:29][O:30][CH3:31])=[CH:24][CH:23]=1. (4) Given the reactants C([Li])CCC.Br[C:7]1[CH:12]=[CH:11][C:10]([CH2:13][CH2:14][O:15][CH:16]2[CH2:21][CH2:20][CH2:19][CH2:18][O:17]2)=[CH:9][CH:8]=1.CN(C)[CH:24]=[O:25].[Cl-].[NH4+], predict the reaction product. The product is: [O:17]1[CH2:18][CH2:19][CH2:20][CH2:21][CH:16]1[O:15][CH2:14][CH2:13][C:10]1[CH:11]=[CH:12][C:7]([CH:24]=[O:25])=[CH:8][CH:9]=1. (5) Given the reactants Cl[C:2]1[N:10]=[CH:9][N:8]=[C:7]2[C:3]=1[N:4]=[CH:5][N:6]2[C@@H:11]1[O:21][C@H:20]2[C@@H:13]([O:14][Si:15]([CH:31]([CH3:33])[CH3:32])([CH:28]([CH3:30])[CH3:29])[O:16][Si:17]([CH:25]([CH3:27])[CH3:26])([CH:22]([CH3:24])[CH3:23])[O:18][CH2:19]2)[C@@H:12]1[O:34][CH3:35].C(N(C(C)C)CC)(C)C.[NH2:45][C@@H:46]1[C:54]2[C:49](=[CH:50][CH:51]=[CH:52][CH:53]=2)[CH2:48][CH2:47]1, predict the reaction product. The product is: [C@@H:46]1([NH:45][C:2]2[N:10]=[CH:9][N:8]=[C:7]3[C:3]=2[N:4]=[CH:5][N:6]3[C@@H:11]2[O:21][C@H:20]3[C@@H:13]([O:14][Si:15]([CH:31]([CH3:33])[CH3:32])([CH:28]([CH3:30])[CH3:29])[O:16][Si:17]([CH:25]([CH3:27])[CH3:26])([CH:22]([CH3:24])[CH3:23])[O:18][CH2:19]3)[C@@H:12]2[O:34][CH3:35])[C:54]2[C:49](=[CH:50][CH:51]=[CH:52][CH:53]=2)[CH2:48][CH2:47]1. (6) The product is: [CH3:32][O:31][CH2:30][O:29][C:18]1[CH:17]=[C:7]([CH2:8][OH:9])[CH:6]=[C:5]([O:4][CH2:3][O:2][CH3:1])[C:19]=1[CH2:20]/[CH:21]=[CH:22]/[C:23]1[CH:28]=[CH:27][CH:26]=[CH:25][CH:24]=1. Given the reactants [CH3:1][O:2][CH2:3][O:4][C:5]1[CH:6]=[C:7]([CH:17]=[C:18]([O:29][CH2:30][O:31][CH3:32])[C:19]=1[CH2:20]/[CH:21]=[CH:22]/[C:23]1[CH:28]=[CH:27][CH:26]=[CH:25][CH:24]=1)[CH2:8][O:9][Si](C(C)(C)C)(C)C.CCCC[N+](CCCC)(CCCC)CCCC.[F-], predict the reaction product. (7) Given the reactants [CH2:1]([O:8][C:9]1[CH:10]=[C:11]([OH:15])[CH:12]=[CH:13][CH:14]=1)[C:2]1[CH:7]=[CH:6][CH:5]=[CH:4][CH:3]=1.C([Mg]Cl)(C)C.[C:21]1([CH:27]([C:39]2[CH:44]=[CH:43][CH:42]=[CH:41][CH:40]=2)[N:28]2[C:36]3[C:31](=[CH:32][CH:33]=[CH:34][CH:35]=3)[C:30](=[O:37])[C:29]2=[O:38])[CH:26]=[CH:25][CH:24]=[CH:23][CH:22]=1, predict the reaction product. The product is: [CH2:1]([O:8][C:9]1[CH:14]=[CH:13][C:12]([C:30]2([OH:37])[C:31]3[C:36](=[CH:35][CH:34]=[CH:33][CH:32]=3)[N:28]([CH:27]([C:21]3[CH:22]=[CH:23][CH:24]=[CH:25][CH:26]=3)[C:39]3[CH:44]=[CH:43][CH:42]=[CH:41][CH:40]=3)[C:29]2=[O:38])=[C:11]([OH:15])[CH:10]=1)[C:2]1[CH:3]=[CH:4][CH:5]=[CH:6][CH:7]=1. (8) Given the reactants [K:1].[CH3:2][O:3][CH2:4][CH2:5][O:6][C:7]1[CH:12]=[C:11]([CH3:13])[C:10]([N+:14]([O-:16])=[O:15])=[CH:9][N:8]=1.[CH2:17]([O:19][C:20](=[O:26])[C:21](OCC)=[O:22])[CH3:18], predict the reaction product. The product is: [K:1].[CH2:17]([O:19][C:20](=[O:26])[C:21](=[O:22])[CH2:13][C:11]1[C:10]([N+:14]([O-:16])=[O:15])=[CH:9][N:8]=[C:7]([O:6][CH2:5][CH2:4][O:3][CH3:2])[CH:12]=1)[CH3:18].